Predict the reactants needed to synthesize the given product. From a dataset of Full USPTO retrosynthesis dataset with 1.9M reactions from patents (1976-2016). (1) Given the product [ClH:13].[N:1]1[C:9]2[C:4](=[N:5][CH:6]=[C:7]([NH2:10])[CH:8]=2)[NH:3][CH:2]=1, predict the reactants needed to synthesize it. The reactants are: [N:1]1[C:9]2[C:4](=[N:5][CH:6]=[C:7]([NH:10]C=O)[CH:8]=2)[NH:3][CH:2]=1.[ClH:13]. (2) Given the product [CH2:7]([C@@H:9]([C:17]1[CH:22]=[CH:21][CH:20]=[C:19]([O:23][CH2:24][C:25]2[CH:30]=[CH:29][CH:28]=[CH:27][CH:26]=2)[CH:18]=1)[C@@H:10]([CH3:16])[CH2:11][N:13]([CH3:15])[CH3:14])[CH3:8], predict the reactants needed to synthesize it. The reactants are: [H-].[H-].[H-].[H-].[Al+3].[Li+].[CH2:7]([C@@H:9]([C:17]1[CH:22]=[CH:21][CH:20]=[C:19]([O:23][CH2:24][C:25]2[CH:30]=[CH:29][CH:28]=[CH:27][CH:26]=2)[CH:18]=1)[C@@H:10]([CH3:16])[C:11]([N:13]([CH3:15])[CH3:14])=O)[CH3:8].[Al]. (3) Given the product [CH:6]1([C:11]2([N:21]([CH3:23])[CH3:22])[CH2:20][CH2:19][C:14]3([O:18][CH2:17][CH2:16][O:15]3)[CH2:13][CH2:12]2)[CH2:10][CH2:9][CH2:8][CH2:7]1, predict the reactants needed to synthesize it. The reactants are: [O-2].[Al+3].[O-2].[O-2].[Al+3].[C:6]1([C:11]2([N:21]([CH3:23])[CH3:22])[CH2:20][CH2:19][C:14]3([O:18][CH2:17][CH2:16][O:15]3)[CH2:13][CH2:12]2)[CH2:10][CH2:9][CH2:8][CH:7]=1. (4) Given the product [N:1]1([C:7]2[CH:15]=[CH:14][C:13]([N+:16]([O-:18])=[O:17])=[CH:12][C:8]=2[C:9]([N:22]2[CH2:23][CH2:24][N:19]([C:25]3[S:26][C:27]([C:30]#[N:31])=[CH:28][N:29]=3)[CH2:20][CH2:21]2)=[O:11])[CH2:2][CH2:3][O:4][CH2:5][CH2:6]1, predict the reactants needed to synthesize it. The reactants are: [N:1]1([C:7]2[CH:15]=[CH:14][C:13]([N+:16]([O-:18])=[O:17])=[CH:12][C:8]=2[C:9]([OH:11])=O)[CH2:6][CH2:5][O:4][CH2:3][CH2:2]1.[N:19]1([C:25]2[S:26][C:27]([C:30]#[N:31])=[CH:28][N:29]=2)[CH2:24][CH2:23][NH:22][CH2:21][CH2:20]1. (5) Given the product [NH2:25][C:4]1[N:3]=[C:2]([F:1])[N:10]=[C:9]2[C:5]=1[N:6]=[C:7]([CH2:14][C:15]1[C:23]([I:24])=[CH:22][C:18]3[O:19][CH2:20][O:21][C:17]=3[CH:16]=1)[N:8]2[CH2:11][C:12]#[C:13][CH2:34][N:26]1[CH2:30][CH2:29][CH:28]([OH:31])[CH2:27]1, predict the reactants needed to synthesize it. The reactants are: [F:1][C:2]1[N:10]=[C:9]2[C:5]([N:6]=[C:7]([CH2:14][C:15]3[C:23]([I:24])=[CH:22][C:18]4[O:19][CH2:20][O:21][C:17]=4[CH:16]=3)[N:8]2[CH2:11][C:12]#[CH:13])=[C:4]([NH2:25])[N:3]=1.[NH:26]1[CH2:30][CH2:29][CH:28]([OH:31])[CH2:27]1.C=O.[C:34](O)(=O)C. (6) Given the product [CH2:7]([N:9]1[C:17]2[C:12](=[CH:13][CH:14]=[CH:15][CH:16]=2)[CH:11]=[C:10]1[Si:18]([CH2:23][CH3:24])([CH2:21][CH3:22])[CH2:19][CH3:20])[CH3:8], predict the reactants needed to synthesize it. The reactants are: CC([O-])(C)C.[K+].[CH2:7]([N:9]1[C:17]2[C:12](=[CH:13][CH:14]=[CH:15][CH:16]=2)[CH:11]=[CH:10]1)[CH3:8].[SiH:18]([CH2:23][CH3:24])([CH2:21][CH3:22])[CH2:19][CH3:20]. (7) Given the product [CH:21]1([N:4]2[C:5]3=[N:6][C:7]([NH:11][CH2:12][CH2:13][CH3:14])=[N:8][CH:9]=[C:10]3[C:2]([C:28]3[CH:33]=[CH:32][CH:31]=[CH:30][CH:29]=3)=[N:3]2)[CH2:26][CH2:25][CH2:24][CH2:23][CH2:22]1, predict the reactants needed to synthesize it. The reactants are: Br[C:2]1[C:10]2[C:5](=[N:6][C:7]([NH:11][CH2:12][CH2:13][CH3:14])=[N:8][CH:9]=2)[NH:4][N:3]=1.C([O-])([O-])=O.[K+].[K+].[CH:21]1(Cl)[CH2:26][CH2:25][CH2:24][CH2:23][CH2:22]1.[C:28]1(B(O)O)[CH:33]=[CH:32][CH:31]=[CH:30][CH:29]=1. (8) Given the product [ClH:1].[CH3:8][S:9]([C:12]1[CH:13]=[C:14]2[C:18](=[CH:19][CH:20]=1)[N:17]([C:21]1[CH:22]=[C:23]([O:27][CH:28]3[CH2:33][CH2:32][NH:31][CH2:30][CH2:29]3)[N:24]=[CH:25][N:26]=1)[CH2:16][CH2:15]2)(=[O:11])=[O:10], predict the reactants needed to synthesize it. The reactants are: [ClH:1].C(OCC)(=O)C.[CH3:8][S:9]([C:12]1[CH:13]=[C:14]2[C:18](=[CH:19][CH:20]=1)[N:17]([C:21]1[N:26]=[CH:25][N:24]=[C:23]([O:27][CH:28]3[CH2:33][CH2:32][N:31](C(OC(C)(C)C)=O)[CH2:30][CH2:29]3)[CH:22]=1)[CH2:16][CH2:15]2)(=[O:11])=[O:10].